This data is from Forward reaction prediction with 1.9M reactions from USPTO patents (1976-2016). The task is: Predict the product of the given reaction. (1) Given the reactants [CH3:1][O:2][C:3]1[CH:14]=[CH:13][C:6]([CH2:7][NH:8][C@@H:9]([CH3:12])[CH2:10][OH:11])=[CH:5][CH:4]=1.[CH2:15]([C@H:17]1[O:19][CH2:18]1)Cl.Cl([O-])(=O)(=O)=O.[Li+].C[O-].[Na+].[NH4+].[Cl-], predict the reaction product. The product is: [CH3:1][O:2][C:3]1[CH:14]=[CH:13][C:6]([CH2:7][N:8]2[C@@H:9]([CH3:12])[CH2:10][O:11][C@@H:17]([CH2:18][OH:19])[CH2:15]2)=[CH:5][CH:4]=1. (2) Given the reactants [N:1]1([C:7]2[CH:16]=[CH:15][CH:14]=[C:13]3[C:8]=2[C:9]([NH2:18])=[N:10][C:11]([NH2:17])=[N:12]3)[CH2:6][CH2:5][NH:4][CH2:3][CH2:2]1.[F:19][C:20]([F:31])([F:30])[O:21][C:22]1[CH:29]=[CH:28][C:25]([CH2:26]Br)=[CH:24][CH:23]=1, predict the reaction product. The product is: [F:19][C:20]([F:30])([F:31])[O:21][C:22]1[CH:29]=[CH:28][C:25]([CH2:26][N:4]2[CH2:5][CH2:6][N:1]([C:7]3[CH:16]=[CH:15][CH:14]=[C:13]4[C:8]=3[C:9]([NH2:18])=[N:10][C:11]([NH2:17])=[N:12]4)[CH2:2][CH2:3]2)=[CH:24][CH:23]=1. (3) Given the reactants [NH2:1][C@H:2]([C:23]1[CH:28]=[CH:27][CH:26]=[CH:25][CH:24]=1)[CH2:3][CH2:4][N:5]1[CH2:10][CH2:9][CH:8]([C:11]2[CH:12]=[C:13]([NH:17][C:18](=[O:22])[CH:19]([CH3:21])[CH3:20])[CH:14]=[CH:15][CH:16]=2)[CH2:7][CH2:6]1.[Cl:29][C:30]1[CH:34]=[CH:33][S:32][C:31]=1[C:35](Cl)=[O:36], predict the reaction product. The product is: [Cl:29][C:30]1[CH:34]=[CH:33][S:32][C:31]=1[C:35]([NH:1][C@H:2]([C:23]1[CH:24]=[CH:25][CH:26]=[CH:27][CH:28]=1)[CH2:3][CH2:4][N:5]1[CH2:10][CH2:9][CH:8]([C:11]2[CH:16]=[CH:15][CH:14]=[C:13]([NH:17][C:18](=[O:22])[CH:19]([CH3:21])[CH3:20])[CH:12]=2)[CH2:7][CH2:6]1)=[O:36]. (4) Given the reactants [CH3:1][O:2][C:3]1[CH:8]=[CH:7][C:6]([C:9]2[C:10]([C:17]3[CH:22]=[CH:21][N:20]=[CH:19][CH:18]=3)=[C:11]([NH:15][NH2:16])[N:12]=[N:13][CH:14]=2)=[CH:5][CH:4]=1.[C:23](N1C=CN=C1)(N1C=CN=C1)=[O:24], predict the reaction product. The product is: [CH3:1][O:2][C:3]1[CH:4]=[CH:5][C:6]([C:9]2[CH:14]=[N:13][N:12]3[C:23](=[O:24])[NH:16][N:15]=[C:11]3[C:10]=2[C:17]2[CH:22]=[CH:21][N:20]=[CH:19][CH:18]=2)=[CH:7][CH:8]=1. (5) Given the reactants [C:1]([C@@H:3]1[CH2:7][CH2:6][CH2:5][N:4]1[C:8](=[O:22])[CH2:9][NH:10][C@H:11]1[CH2:16][CH2:15][C@H:14]([C:17]([N:19]([CH3:21])[CH3:20])=[O:18])[CH2:13][CH2:12]1)#[N:2].[C:23]1([S:29]([OH:32])(=[O:31])=[O:30])[CH:28]=[CH:27][CH:26]=[CH:25][CH:24]=1, predict the reaction product. The product is: [S:29]([C:23]1[CH:28]=[CH:27][CH:26]=[CH:25][CH:24]=1)([OH:32])(=[O:31])=[O:30].[C:1]([C@@H:3]1[CH2:7][CH2:6][CH2:5][N:4]1[C:8](=[O:22])[CH2:9][NH:10][C@H:11]1[CH2:12][CH2:13][C@H:14]([C:17]([N:19]([CH3:20])[CH3:21])=[O:18])[CH2:15][CH2:16]1)#[N:2]. (6) Given the reactants [N+:1]([C:4]1[N:9]=[CH:8][C:7]([N:10]2[CH2:15][CH2:14][N:13]([C:16]([C:18]3[CH:23]=[CH:22][CH:21]=[CH:20][C:19]=3[C:24]([F:27])([F:26])[F:25])=[O:17])[CH2:12][CH2:11]2)=[CH:6][CH:5]=1)([O-])=O.C1COCC1, predict the reaction product. The product is: [NH2:1][C:4]1[N:9]=[CH:8][C:7]([N:10]2[CH2:11][CH2:12][N:13]([C:16]([C:18]3[CH:23]=[CH:22][CH:21]=[CH:20][C:19]=3[C:24]([F:27])([F:26])[F:25])=[O:17])[CH2:14][CH2:15]2)=[CH:6][CH:5]=1.